Dataset: Reaction yield outcomes from USPTO patents with 853,638 reactions. Task: Predict the reaction yield, written as a fraction of the theoretical maximum amount of product (1.0 means a 100% yield; for example, 0.34 means a 34% yield). The reactants are [CH:1]([C:3]1[CH:4]=[CH:5][C:6]2[NH:12][CH:11]([CH2:13][C:14]([O:16][CH3:17])=[O:15])[C:10](=[O:18])[N:9]([CH3:19])[CH2:8][C:7]=2[CH:20]=1)=O.C([O-])(=O)C.[Na+].Cl.Cl.[NH2:28][CH2:29][C:30]1[NH:31][C:32]2[CH:38]=[CH:37][CH:36]=[CH:35][C:33]=2[N:34]=1.C([BH3-])#N.[Na+]. The catalyst is CO. The product is [N:31]1[C:32]2[CH:38]=[CH:37][CH:36]=[CH:35][C:33]=2[NH:34][C:30]=1[CH2:29][NH:28][CH2:1][C:3]1[CH:4]=[CH:5][C:6]2[NH:12][CH:11]([CH2:13][C:14]([O:16][CH3:17])=[O:15])[C:10](=[O:18])[N:9]([CH3:19])[CH2:8][C:7]=2[CH:20]=1. The yield is 0.490.